This data is from Forward reaction prediction with 1.9M reactions from USPTO patents (1976-2016). The task is: Predict the product of the given reaction. (1) Given the reactants [CH2:1]([O:8][CH2:9][CH:10]1[CH2:14][O:13]C(C)(C)[O:11]1)[C:2]1[CH:7]=[CH:6][CH:5]=[CH:4][CH:3]=1.[OH-].[Na+].C([O-])([O-])=O.[OH-].[OH-].[OH-].[OH-].[OH-].[OH-].[OH-].[Mg+2].[Al+3], predict the reaction product. The product is: [CH2:1]([O:8][CH2:9][CH:10]([OH:11])[CH2:14][OH:13])[C:2]1[CH:7]=[CH:6][CH:5]=[CH:4][CH:3]=1. (2) Given the reactants [CH3:1][C:2]1[C:3]([C:16]2[CH:21]=[CH:20][C:19]([S:22]([CH3:25])(=[O:24])=[O:23])=[CH:18][CH:17]=2)=[N:4][C:5](S(C)(=O)=O)=[N:6][C:7]=1[C:8]([F:11])([F:10])[F:9].[CH2:26]([NH2:33])[C:27]1[CH:32]=[CH:31][CH:30]=[CH:29][CH:28]=1, predict the reaction product. The product is: [CH2:26]([NH:33][C:5]1[N:4]=[C:3]([C:16]2[CH:21]=[CH:20][C:19]([S:22]([CH3:25])(=[O:23])=[O:24])=[CH:18][CH:17]=2)[C:2]([CH3:1])=[C:7]([C:8]([F:11])([F:10])[F:9])[N:6]=1)[C:27]1[CH:32]=[CH:31][CH:30]=[CH:29][CH:28]=1. (3) Given the reactants Cl[C:2]1[N:10]=[C:9]([I:11])[N:8]=[C:7]2[C:3]=1[N:4]=[CH:5][N:6]2[CH2:12][O:13][CH2:14][CH2:15][Si:16]([CH3:19])([CH3:18])[CH3:17].[O:20]1[CH2:23][CH:22]([N:24]2[CH2:29][CH2:28][N:27]([C:30]3[CH:36]=[CH:35][C:33]([NH2:34])=[CH:32][CH:31]=3)[CH2:26][CH2:25]2)[CH2:21]1.C(N(CC)CC)C, predict the reaction product. The product is: [I:11][C:9]1[N:8]=[C:7]2[C:3]([N:4]=[CH:5][N:6]2[CH2:12][O:13][CH2:14][CH2:15][Si:16]([CH3:19])([CH3:18])[CH3:17])=[C:2]([NH:34][C:33]2[CH:32]=[CH:31][C:30]([N:27]3[CH2:28][CH2:29][N:24]([CH:22]4[CH2:23][O:20][CH2:21]4)[CH2:25][CH2:26]3)=[CH:36][CH:35]=2)[N:10]=1. (4) Given the reactants [F:1][C:2]([F:26])([F:25])[C:3]1[N:8]2[N:9]=[CH:10][C:11]([C:12](O)=[O:13])=[C:7]2[N:6]=[C:5]([C:15]2[CH:20]=[CH:19][C:18]([C:21]([F:24])([F:23])[F:22])=[CH:17][CH:16]=2)[CH:4]=1.[NH2:27][C:28]1[CH:29]=[C:30]([S:34]([NH:37][CH2:38][CH2:39][C:40]2[CH:45]=[CH:44][N:43]=[CH:42][CH:41]=2)(=[O:36])=[O:35])[CH:31]=[CH:32][CH:33]=1, predict the reaction product. The product is: [N:43]1[CH:42]=[CH:41][C:40]([CH2:39][CH2:38][NH:37][S:34]([C:30]2[CH:29]=[C:28]([NH:27][C:12]([C:11]3[CH:10]=[N:9][N:8]4[C:3]([C:2]([F:26])([F:25])[F:1])=[CH:4][C:5]([C:15]5[CH:20]=[CH:19][C:18]([C:21]([F:24])([F:22])[F:23])=[CH:17][CH:16]=5)=[N:6][C:7]=34)=[O:13])[CH:33]=[CH:32][CH:31]=2)(=[O:36])=[O:35])=[CH:45][CH:44]=1. (5) Given the reactants [NH2:1][C:2]([CH3:26])([CH3:25])[C@H:3]([NH:8][C:9](=[O:24])[C:10]1[CH:15]=[CH:14][C:13]([C:16]#[C:17][C:18]#[C:19][C@@H:20]([OH:23])[CH2:21][OH:22])=[CH:12][CH:11]=1)[C:4](OC)=[O:5].[NH2:27][OH:28].C(O)(=O)C, predict the reaction product. The product is: [NH2:1][C:2]([CH3:26])([CH3:25])[C@H:3]([NH:8][C:9](=[O:24])[C:10]1[CH:15]=[CH:14][C:13]([C:16]#[C:17][C:18]#[C:19][C@@H:20]([OH:23])[CH2:21][OH:22])=[CH:12][CH:11]=1)[C:4]([NH:27][OH:28])=[O:5]. (6) Given the reactants [CH3:1][C:2]1[O:3][C:4]([C:8]([OH:10])=O)=[C:5]([CH3:7])[N:6]=1.C(Cl)(=O)C([Cl:14])=O, predict the reaction product. The product is: [CH3:1][C:2]1[O:3][C:4]([C:8]([Cl:14])=[O:10])=[C:5]([CH3:7])[N:6]=1. (7) The product is: [CH2:11]([CH:18]1[C:24]([CH3:26])=[N:10][N:9]([C:6]2[CH:7]=[CH:8][C:3]([Br:2])=[CH:4][CH:5]=2)[C:19]1=[O:20])[C:12]1[CH:17]=[CH:16][CH:15]=[CH:14][CH:13]=1. Given the reactants Cl.[Br:2][C:3]1[CH:8]=[CH:7][C:6]([NH:9][NH2:10])=[CH:5][CH:4]=1.[CH2:11]([CH:18]([C:24]([CH3:26])=O)[C:19](OCC)=[O:20])[C:12]1[CH:17]=[CH:16][CH:15]=[CH:14][CH:13]=1, predict the reaction product. (8) Given the reactants [Cl:1][C:2]1[C:11]2[C:6](=[CH:7][CH:8]=[CH:9][CH:10]=2)[CH:5]=[CH:4][C:3]=1[S:12]([CH2:15][CH2:16][NH:17][CH2:18][C:19]1O[CH:21]=[CH:22][CH:23]=1)(=[O:14])=[O:13].ClC1C2C(=CC=CC=2)C=CC=1SC[CH2:37][NH:38]CC1N(C)C=CC=1, predict the reaction product. The product is: [Cl:1][C:2]1[C:11]2[C:6](=[CH:7][CH:8]=[CH:9][CH:10]=2)[CH:5]=[CH:4][C:3]=1[S:12]([CH2:15][CH2:16][NH:17][CH2:18][C:19]1[N:38]([CH3:37])[CH:21]=[CH:22][CH:23]=1)(=[O:14])=[O:13]. (9) Given the reactants [Cl:1][C:2]1[CH:7]=[CH:6][N:5]=[C:4]([NH:8][C@@H:9]([CH2:12][O:13][CH3:14])[CH2:10][CH3:11])[C:3]=1[N+:15]([O-])=O.O.O.Cl[Sn]Cl, predict the reaction product. The product is: [Cl:1][C:2]1[CH:7]=[CH:6][N:5]=[C:4]([NH:8][C@@H:9]([CH2:12][O:13][CH3:14])[CH2:10][CH3:11])[C:3]=1[NH2:15]. (10) Given the reactants [BH4-].[Na+].[O:3]=[C:4]1[C:13]([CH2:14][C:15]([NH:17][C:18]2[CH:23]=[CH:22][C:21]([F:24])=[CH:20][C:19]=2[C:25]([F:28])([F:27])[F:26])=[O:16])=[C:12]([C:29]2[CH:34]=[CH:33][CH:32]=[CH:31][CH:30]=2)[C:11]2[C:6](=[CH:7][C:8]3[C:37](=[O:38])[CH2:36][CH2:35][C:9]=3[CH:10]=2)[O:5]1.CO.Cl, predict the reaction product. The product is: [F:24][C:21]1[CH:22]=[CH:23][C:18]([NH:17][C:15](=[O:16])[CH2:14][C:13]2[C:4](=[O:3])[O:5][C:6]3[C:11]([C:12]=2[C:29]2[CH:34]=[CH:33][CH:32]=[CH:31][CH:30]=2)=[CH:10][C:9]2[CH2:35][CH2:36][CH:37]([OH:38])[C:8]=2[CH:7]=3)=[C:19]([C:25]([F:28])([F:26])[F:27])[CH:20]=1.